From a dataset of Catalyst prediction with 721,799 reactions and 888 catalyst types from USPTO. Predict which catalyst facilitates the given reaction. Product: [CH3:27][N:13]1[C:14]([C:17]2[CH:18]=[C:19]3[C:24](=[CH:25][CH:26]=2)[N:23]=[CH:22][CH:21]=[CH:20]3)=[N:15][N:16]=[C:12]1[S:11][CH2:10][CH2:9][CH2:8][CH:5]=[O:4]. Reactant: CC1(C)CO[CH:5]([CH2:8][CH2:9][CH2:10][S:11][C:12]2[N:13]([CH3:27])[C:14]([C:17]3[CH:18]=[C:19]4[C:24](=[CH:25][CH:26]=3)[N:23]=[CH:22][CH:21]=[CH:20]4)=[N:15][N:16]=2)[O:4]C1.S(=O)(=O)(O)O.C(=O)([O-])[O-].[Na+].[Na+]. The catalyst class is: 6.